From a dataset of Full USPTO retrosynthesis dataset with 1.9M reactions from patents (1976-2016). Predict the reactants needed to synthesize the given product. (1) Given the product [CH:29]1([NH:32][C:2]2[C:27]([CH3:28])=[CH:26][C:5]3[N:6]=[C:7]4[C:12]([N:13]([CH2:14][CH2:15][CH2:16][CH2:17][C:18]5[CH:23]=[CH:22][CH:21]=[CH:20][CH:19]=5)[C:4]=3[CH:3]=2)=[N:11][C:10](=[O:24])[NH:9][C:8]4=[O:25])[CH2:31][CH2:30]1, predict the reactants needed to synthesize it. The reactants are: Cl[C:2]1[C:27]([CH3:28])=[CH:26][C:5]2[N:6]=[C:7]3[C:12]([N:13]([CH2:14][CH2:15][CH2:16][CH2:17][C:18]4[CH:23]=[CH:22][CH:21]=[CH:20][CH:19]=4)[C:4]=2[CH:3]=1)=[N:11][C:10](=[O:24])[NH:9][C:8]3=[O:25].[CH:29]1([NH2:32])[CH2:31][CH2:30]1. (2) Given the product [Cl:6][C:7]1[C:8]([OH:14])=[C:9]([C:10]([CH3:13])=[CH:11][CH:12]=1)[CH:1]=[O:2], predict the reactants needed to synthesize it. The reactants are: [CH2:1]=[O:2].[Cl-].[Mg+2].[Cl-].[Cl:6][C:7]1[CH:12]=[CH:11][C:10]([CH3:13])=[CH:9][C:8]=1[OH:14].Cl. (3) Given the product [CH3:30][O:29][C:27]([C:26]1[N:8]([CH2:7][CH2:6][O:5][Si:4]([CH:1]([CH3:2])[CH3:3])([CH:17]([CH3:19])[CH3:18])[CH:20]([CH3:22])[CH3:21])[C:9]2[CH:10]=[CH:11][N:12]=[CH:13][C:14]=2[C:15]=1[NH2:16])=[O:28], predict the reactants needed to synthesize it. The reactants are: [CH:1]([Si:4]([CH:20]([CH3:22])[CH3:21])([CH:17]([CH3:19])[CH3:18])[O:5][CH2:6][CH2:7][NH:8][C:9]1[C:14]([C:15]#[N:16])=[CH:13][N:12]=[CH:11][CH:10]=1)([CH3:3])[CH3:2].[H-].[Na+].Br[CH2:26][C:27]([O:29][CH3:30])=[O:28].[Cl-].[NH4+]. (4) The reactants are: [Cl-].[Al+3].[Cl-].[Cl-].[C:5]1([CH3:12])[CH:10]=[CH:9][CH:8]=[C:7]([CH3:11])[CH:6]=1.[C:13](Cl)(=[O:17])[CH:14]([CH3:16])[CH3:15]. Given the product [CH3:15][CH:14]([CH3:16])[C:13]([C:10]1[CH:9]=[CH:8][C:7]([CH3:11])=[CH:6][C:5]=1[CH3:12])=[O:17], predict the reactants needed to synthesize it. (5) Given the product [C:51]([OH:56])(=[O:55])[C:52]([OH:54])=[O:53].[CH3:15][O:16][C:17]1[CH:27]=[CH:26][CH:25]=[CH:24][C:18]=1/[CH:19]=[CH:20]/[C:21]1[N:7]([C:2]2[CH:3]=[CH:4][CH:5]=[CH:6][N:1]=2)[C:8]2[CH:13]=[CH:12][CH:11]=[CH:10][C:9]=2[N:14]=1, predict the reactants needed to synthesize it. The reactants are: [N:1]1[CH:6]=[CH:5][CH:4]=[CH:3][C:2]=1[NH:7][C:8]1[CH:13]=[CH:12][CH:11]=[CH:10][C:9]=1[NH2:14].[CH3:15][O:16][C:17]1[CH:27]=[CH:26][CH:25]=[CH:24][C:18]=1[CH:19]=[CH:20][C:21](Cl)=O.N1C=CC=CC=1N1C2C=CC=CC=2N=C1/C=C/C1C=CC=CC=1.[C:51]([OH:56])(=[O:55])[C:52]([OH:54])=[O:53]. (6) Given the product [C:30]12([C:40]([O:42][CH:43]([C:51]([F:54])([F:52])[F:53])[C:44]([F:49])([F:50])[S:45]([O-:48])(=[O:46])=[O:47])=[O:41])[CH2:31][CH:32]3[CH2:38][CH:36]([CH2:35][CH:34]([CH2:33]3)[CH2:39]1)[CH2:37]2.[F:1][C:2]([F:15])([F:16])[CH2:3][O:4][C:5]1[C:14]2[C:9](=[CH:10][CH:11]=[CH:12][CH:13]=2)[C:8]([S+:21]2[CH2:17][CH2:18][CH2:19][CH2:20]2)=[CH:7][CH:6]=1, predict the reactants needed to synthesize it. The reactants are: [F:1][C:2]([F:16])([F:15])[CH2:3][O:4][C:5]1[C:14]2[C:9](=[CH:10][CH:11]=[CH:12][CH:13]=2)[CH:8]=[CH:7][CH:6]=1.[CH2:17]1[S:21](=O)[CH2:20][CH2:19][CH2:18]1.C(OC(C)C)(C)C.[C:30]12([C:40]([O:42][CH:43]([C:51]([F:54])([F:53])[F:52])[C:44]([F:50])([F:49])[S:45]([O-:48])(=[O:47])=[O:46])=[O:41])[CH2:39][CH:34]3[CH2:35][CH:36]([CH2:38][CH:32]([CH2:33]3)[CH2:31]1)[CH2:37]2.C([N+](C)(C)C)C1C=CC=CC=1. (7) The reactants are: [Br:1][C:2]1[CH:10]=[C:9]2[C:5]([CH:6]=[N:7][NH:8]2)=[CH:4][CH:3]=1.[H-].[Na+].[CH3:13]I. Given the product [CH3:13][N:8]1[C:9]2[C:5](=[CH:4][CH:3]=[C:2]([Br:1])[CH:10]=2)[CH:6]=[N:7]1.[CH3:13][N:7]1[CH:6]=[C:5]2[C:9]([CH:10]=[C:2]([Br:1])[CH:3]=[CH:4]2)=[N:8]1, predict the reactants needed to synthesize it.